Dataset: Reaction yield outcomes from USPTO patents with 853,638 reactions. Task: Predict the reaction yield, written as a fraction of the theoretical maximum amount of product (1.0 means a 100% yield; for example, 0.34 means a 34% yield). (1) The reactants are [C:1]([C:3]1[CH:4]=[C:5]([CH:9]=[CH:10][C:11]=1[O:12][CH:13]([CH3:15])[CH3:14])[C:6]([OH:8])=O)#[N:2].C1C=CC2N(O)N=NC=2C=1.CCN=C=NCCCN(C)C.O[NH:38][C:39]([C:41]1[CH:50]=[CH:49][CH:48]=[C:47]2[C:42]=1[CH2:43][CH2:44][CH2:45][C@@H:46]2[NH:51][C:52](=[O:58])[O:53][C:54]([CH3:57])([CH3:56])[CH3:55])=[NH:40]. The catalyst is CN(C=O)C.CC(=O)OCC. The product is [C:1]([C:3]1[CH:4]=[C:5]([C:6]2[O:8][N:40]=[C:39]([C:41]3[CH:50]=[CH:49][CH:48]=[C:47]4[C:42]=3[CH2:43][CH2:44][CH2:45][C@@H:46]4[NH:51][C:52](=[O:58])[O:53][C:54]([CH3:56])([CH3:55])[CH3:57])[N:38]=2)[CH:9]=[CH:10][C:11]=1[O:12][CH:13]([CH3:15])[CH3:14])#[N:2]. The yield is 0.460. (2) The reactants are [O:1]1[C:5]([C:6]2[CH:11]=[CH:10][C:9]([NH:12][C:13]3[N:14]=[C:15]([N:23]([C:27]4[CH:32]=[CH:31][CH:30]=[CH:29][CH:28]=4)[CH2:24][CH2:25][OH:26])[C:16]4[CH2:22][NH:21][CH2:20][CH2:19][C:17]=4[N:18]=3)=[CH:8][CH:7]=2)=[CH:4][N:3]=[CH:2]1.C(N(CC)CC)C.[C:40](Cl)(=[O:43])[CH2:41][CH3:42]. The catalyst is CN(C=O)C.ClCCl. The product is [OH:26][CH2:25][CH2:24][N:23]([C:27]1[CH:28]=[CH:29][CH:30]=[CH:31][CH:32]=1)[C:15]1[C:16]2[CH2:22][N:21]([C:40](=[O:43])[CH2:41][CH3:42])[CH2:20][CH2:19][C:17]=2[N:18]=[C:13]([NH:12][C:9]2[CH:10]=[CH:11][C:6]([C:5]3[O:1][CH:2]=[N:3][CH:4]=3)=[CH:7][CH:8]=2)[N:14]=1. The yield is 0.0832. (3) The reactants are FC(F)(F)C(O)=O.C(OC([N:15]1[CH2:20][CH2:19][CH:18]([N:21]2[CH:25]=[C:24]([C:26]3[C:27]([O:41][CH2:42][CH2:43][CH3:44])=[C:28]4[C:33](=[CH:34][CH:35]=3)[N:32]([C:36]([O:38][CH3:39])=[O:37])[C@@H:31]([CH3:40])[CH2:30][CH2:29]4)[CH:23]=[N:22]2)[CH2:17][CH2:16]1)=O)(C)(C)C. The catalyst is ClCCl. The product is [CH3:40][C@H:31]1[CH2:30][CH2:29][C:28]2[C:33](=[CH:34][CH:35]=[C:26]([C:24]3[CH:23]=[N:22][N:21]([CH:18]4[CH2:19][CH2:20][NH:15][CH2:16][CH2:17]4)[CH:25]=3)[C:27]=2[O:41][CH2:42][CH2:43][CH3:44])[N:32]1[C:36]([O:38][CH3:39])=[O:37]. The yield is 0.970.